Task: Predict which catalyst facilitates the given reaction.. Dataset: Catalyst prediction with 721,799 reactions and 888 catalyst types from USPTO (1) The catalyst class is: 43. Reactant: [N+:1]([C:4]1[N:9]=[CH:8][C:7]([N:10]2[CH2:15][CH2:14][NH:13][C:12](=[O:16])[CH2:11]2)=[CH:6][CH:5]=1)([O-])=O.[H][H]. Product: [NH2:1][C:4]1[N:9]=[CH:8][C:7]([N:10]2[CH2:15][CH2:14][NH:13][C:12](=[O:16])[CH2:11]2)=[CH:6][CH:5]=1. (2) Reactant: C[O:2][C:3](=[O:16])[CH2:4][CH2:5][C:6]1[CH:15]=[CH:14][C:9]2[N:10]=[C:11]([CH3:13])[S:12][C:8]=2[CH:7]=1.[OH-].[Na+].Cl. Product: [CH3:13][C:11]1[S:12][C:8]2[CH:7]=[C:6]([CH2:5][CH2:4][C:3]([OH:16])=[O:2])[CH:15]=[CH:14][C:9]=2[N:10]=1. The catalyst class is: 14. (3) Reactant: [OH:1][C:2]1[CH:11]=[CH:10][C:5]2[O:6][CH2:7][C:8](=[O:9])[C:4]=2[CH:3]=1.C([O-])([O-])=O.[K+].[K+].[CH2:18]([O:20][C:21](=[O:24])[CH2:22]Br)[CH3:19].CCCCCC. Product: [CH2:18]([O:20][C:21]([CH2:22][O:1][C:2]1[CH:11]=[CH:10][C:5]2[O:6][CH2:7][C:8](=[O:9])[C:4]=2[CH:3]=1)=[O:24])[CH3:19]. The catalyst class is: 54. (4) Reactant: [CH:1]([N:4]1[CH2:9][CH2:8][N:7]([C:10]([C:12]2[CH:13]=[N:14][C:15]([CH2:18][N:19]3[CH2:24][CH2:23][CH2:22][CH2:21][CH2:20]3)=[CH:16][CH:17]=2)=O)[CH2:6][CH2:5]1)([CH3:3])[CH3:2].COC1C=CC(P2(SP(C3C=CC(OC)=CC=3)(=S)S2)=[S:34])=CC=1. Product: [NH3:4].[CH:1]([N:4]1[CH2:9][CH2:8][N:7]([C:10]([C:12]2[CH:13]=[N:14][C:15]([CH2:18][N:19]3[CH2:24][CH2:23][CH2:22][CH2:21][CH2:20]3)=[CH:16][CH:17]=2)=[S:34])[CH2:6][CH2:5]1)([CH3:3])[CH3:2]. The catalyst class is: 1. (5) Reactant: Cl[C:2]1[N:11]=[CH:10][C:9]2[N:8]([CH2:12][C:13]([N:15]([CH3:23])[CH2:16][CH:17]3[CH2:22][CH2:21][O:20][CH2:19][CH2:18]3)=[O:14])[CH2:7][C@@H:6]3[CH2:24][O:25][CH2:26][CH2:27][N:5]3[C:4]=2[N:3]=1.[NH:28]1[C:36]2[CH:35]=[CH:34][CH:33]=[C:32](B(O)O)[C:31]=2[CH:30]=[CH:29]1.C(=O)([O-])[O-].[Na+].[Na+]. Product: [NH:28]1[C:36]2[C:31](=[C:32]([C:2]3[N:11]=[CH:10][C:9]4[N:8]([CH2:12][C:13]([N:15]([CH3:23])[CH2:16][CH:17]5[CH2:22][CH2:21][O:20][CH2:19][CH2:18]5)=[O:14])[CH2:7][C@@H:6]5[CH2:24][O:25][CH2:26][CH2:27][N:5]5[C:4]=4[N:3]=3)[CH:33]=[CH:34][CH:35]=2)[CH:30]=[CH:29]1. The catalyst class is: 667. (6) Reactant: [CH2:1]([O:8][C:9]1[C:17]([O:18][CH3:19])=[CH:16][C:12]([C:13]([OH:15])=[O:14])=[C:11]([I:20])[CH:10]=1)[C:2]1[CH:7]=[CH:6][CH:5]=[CH:4][CH:3]=1.I[CH2:22][CH3:23].C(=O)([O-])[O-].[K+].[K+].CN(C)C=O. Product: [CH2:1]([O:8][C:9]1[C:17]([O:18][CH3:19])=[CH:16][C:12]([C:13]([O:15][CH2:22][CH3:23])=[O:14])=[C:11]([I:20])[CH:10]=1)[C:2]1[CH:3]=[CH:4][CH:5]=[CH:6][CH:7]=1. The catalyst class is: 6. (7) Reactant: [CH2:1]([O:8][C:9]([NH:11][CH2:12][C:13]([N:15]1[CH2:21][CH2:20][CH2:19][N:18](C(OC(C)(C)C)=O)[CH2:17][CH2:16]1)=[O:14])=[O:10])[C:2]1[CH:7]=[CH:6][CH:5]=[CH:4][CH:3]=1.C(O)(C(F)(F)F)=O.Cl.O1CCOCC1. Product: [CH2:1]([O:8][C:9](=[O:10])[NH:11][CH2:12][C:13]([N:15]1[CH2:21][CH2:20][CH2:19][NH:18][CH2:17][CH2:16]1)=[O:14])[C:2]1[CH:3]=[CH:4][CH:5]=[CH:6][CH:7]=1. The catalyst class is: 4.